From a dataset of Retrosynthesis with 50K atom-mapped reactions and 10 reaction types from USPTO. Predict the reactants needed to synthesize the given product. (1) Given the product c1ccc(Cc2cnc(N3CCNCC3)nc2)cc1, predict the reactants needed to synthesize it. The reactants are: CC(C)(C)OC(=O)N1CCN(c2ncc(Cc3ccccc3)cn2)CC1. (2) Given the product Cc1cccc(-c2ccccc2CCC(=O)N(NC(=O)c2ccccc2)C(C)C)c1C, predict the reactants needed to synthesize it. The reactants are: CC(C)N(NC(=O)c1ccccc1)C(=O)CCc1ccccc1Br.Cc1cccc(B(O)O)c1C. (3) Given the product Cc1cc(OCc2c(F)cccc2F)c2nc(C)c(C(=O)NC3(C)CC3(C)N)n2c1, predict the reactants needed to synthesize it. The reactants are: CC1(N)CC1(C)N.Cc1cc(OCc2c(F)cccc2F)c2nc(C)c(C(=O)O)n2c1. (4) Given the product C=CC(=O)Nc1ccc2ncc(C#N)c(Nc3ccc(Br)cc3)c2c1, predict the reactants needed to synthesize it. The reactants are: C=CC(=O)Cl.N#Cc1cnc2ccc(N)cc2c1Nc1ccc(Br)cc1. (5) Given the product Cc1ccc(S(=O)(=O)n2cc(-c3ccsc3)c(OCc3ccccc3)n2)cc1, predict the reactants needed to synthesize it. The reactants are: Cc1ccc(S(=O)(=O)n2cc(I)c(OCc3ccccc3)n2)cc1.OB(O)c1ccsc1.